Dataset: Aqueous solubility values for 9,982 compounds from the AqSolDB database. Task: Regression/Classification. Given a drug SMILES string, predict its absorption, distribution, metabolism, or excretion properties. Task type varies by dataset: regression for continuous measurements (e.g., permeability, clearance, half-life) or binary classification for categorical outcomes (e.g., BBB penetration, CYP inhibition). For this dataset (solubility_aqsoldb), we predict Y. (1) The compound is CC(=O)OC1C2(C)CCC(C2)C1(C)C. The Y is -3.87 log mol/L. (2) The molecule is Cc1cc(-n2nc3ccc(Cl)cc3n2)c(O)c(C(C)(C)C)c1. The Y is -5.50 log mol/L. (3) The molecule is c1ccc2c(c1)c1cccc3ccc4cccc2c4c31. The Y is -7.66 log mol/L. (4) The drug is CC1(C)[C@@H]2CC[C@]1(C)[C@H](O)C2. The Y is -2.42 log mol/L. (5) The Y is 0.508 log mol/L. The drug is CN(C)C(=O)c1ccccc1C(=O)N(C)C. (6) The compound is Clc1cc(-c2c(Cl)ccc(Cl)c2Cl)cc(Cl)c1Cl. The Y is -8.27 log mol/L. (7) The drug is CNC(=O)C=C(C)OP(=O)(OC)OC. The Y is 0.651 log mol/L. (8) The compound is Nc1ccc(N=Nc2ccc(S(=O)(=O)[O-])cc2)cc1S(=O)(=O)[O-].[Na+].[Na+]. The Y is -0.524 log mol/L. (9) The drug is O=c1cnc2c(=O)[nH]c(=O)[nH]c2[nH]1. The Y is -3.34 log mol/L. (10) The Y is -2.73 log mol/L. The compound is Clc1nc2ccccc2s1.